This data is from Forward reaction prediction with 1.9M reactions from USPTO patents (1976-2016). The task is: Predict the product of the given reaction. (1) Given the reactants [CH3:1][N:2]1[CH2:7][CH2:6][C:5]2[S:8][CH:9]=[N:10][C:4]=2[CH2:3]1.CCCCCC.C([Li:21])CCC.[C:22](=[O:24])=[O:23], predict the reaction product. The product is: [CH3:1][N:2]1[CH2:7][CH2:6][C:5]2[S:8][C:9]([C:22]([O-:24])=[O:23])=[N:10][C:4]=2[CH2:3]1.[Li+:21]. (2) Given the reactants CCN=C=NC[CH2:7][CH2:8][N:9]([CH3:11])C.Cl.[CH2:13]([C:17]1=[CH:18][N:19]([C:36]([CH3:39])([CH3:38])[CH3:37])[S:20]/[C:21]/1=[N:22]\[C:23]([C@:25]1([CH3:35])[CH2:29][CH2:28][C@H:27]([C:30]([OH:32])=O)[C:26]1([CH3:34])[CH3:33])=[O:24])[CH2:14][CH2:15][CH3:16].OC1C2N=NNC=2C=CC=1.Cl.N1CCC1.C(N(CC)CC)C, predict the reaction product. The product is: [N:9]1([C:30]([C@H:27]2[CH2:28][CH2:29][C@@:25]([CH3:35])([C:23](/[N:22]=[C:21]3/[C:17]([CH2:13][CH2:14][CH2:15][CH3:16])=[CH:18][N:19]([C:36]([CH3:38])([CH3:37])[CH3:39])[S:20]/3)=[O:24])[C:26]2([CH3:33])[CH3:34])=[O:32])[CH2:8][CH2:7][CH2:11]1. (3) The product is: [OH:18][C:16]1([C:1](=[O:3])[CH3:2])[CH2:15][C:14]([CH3:20])([CH3:19])[O:13][C:12]([CH3:21])([CH3:11])[CH2:17]1. Given the reactants [CH2:1]([O:3]C=C)[CH3:2].[Li]C(C)(C)C.[CH3:11][C:12]1([CH3:21])[CH2:17][C:16](=[O:18])[CH2:15][C:14]([CH3:20])([CH3:19])[O:13]1, predict the reaction product. (4) Given the reactants [NH2:1][C:2]1[N:3]=[C:4]2[CH:9]=[CH:8][C:7]([O:10][C:11]3[CH:12]=[C:13]([NH:18][C:19]([C:21]4[N:25]([CH3:26])[N:24]=[C:23]([CH3:27])[CH:22]=4)=[O:20])[CH:14]=[C:15]([CH3:17])[CH:16]=3)=[CH:6][N:5]2[CH:28]=1.[CH:29]1([C:32](Cl)=[O:33])[CH2:31][CH2:30]1, predict the reaction product. The product is: [CH:29]1([C:32]([NH:1][C:2]2[N:3]=[C:4]3[CH:9]=[CH:8][C:7]([O:10][C:11]4[CH:12]=[C:13]([NH:18][C:19]([C:21]5[N:25]([CH3:26])[N:24]=[C:23]([CH3:27])[CH:22]=5)=[O:20])[CH:14]=[C:15]([CH3:17])[CH:16]=4)=[CH:6][N:5]3[CH:28]=2)=[O:33])[CH2:31][CH2:30]1. (5) Given the reactants [CH3:1][O:2][C:3]1[CH:4]=[C:5]([S:11][CH2:12][C@@H:13]2[C@:22]3([CH3:23])[C@H:17]([C:18]([CH3:25])([CH3:24])[CH2:19][CH2:20][CH2:21]3)[CH2:16][CH2:15][C@@:14]2([CH3:27])O)[CH:6]=[C:7]([O:9][CH3:10])[CH:8]=1.Cl[Sn](Cl)(Cl)Cl.O, predict the reaction product. The product is: [CH3:10][O:9][C:7]1[CH:8]=[C:3]([O:2][CH3:1])[CH:4]=[C:5]2[C:6]=1[C@@:14]1([CH3:27])[C@H:13]([CH2:12][S:11]2)[C@:22]2([CH3:23])[C@H:17]([C:18]([CH3:24])([CH3:25])[CH2:19][CH2:20][CH2:21]2)[CH2:16][CH2:15]1. (6) The product is: [Cl:1][C:2]1[C:11]2[C:6](=[CH:7][CH:8]=[CH:9][CH:10]=2)[CH:5]=[CH:4][C:3]=1[O:12][CH2:13][CH:14]([NH:16][CH2:23][C:21]1[S:22][C:18]([Cl:17])=[CH:19][CH:20]=1)[CH3:15]. Given the reactants [Cl:1][C:2]1[C:11]2[C:6](=[CH:7][CH:8]=[CH:9][CH:10]=2)[CH:5]=[CH:4][C:3]=1[O:12][CH2:13][CH:14]([NH2:16])[CH3:15].[Cl:17][C:18]1[S:22][C:21]([CH:23]=O)=[CH:20][CH:19]=1, predict the reaction product. (7) Given the reactants [CH2:1]([C:3]1[CH:11]=[C:10]([CH3:12])[C:9]2[NH:8][CH:7]=[CH:6][C:5]=2[C:4]=1[CH:13]=[O:14])[CH3:2].[CH3:15][C:16]([O:19][C:20](O[C:20]([O:19][C:16]([CH3:18])([CH3:17])[CH3:15])=[O:21])=[O:21])([CH3:18])[CH3:17].CCN(CC)CC, predict the reaction product. The product is: [CH2:1]([C:3]1[C:4]([CH:13]=[O:14])=[C:5]2[C:9](=[C:10]([CH3:12])[CH:11]=1)[N:8]([C:20]([O:19][C:16]([CH3:18])([CH3:17])[CH3:15])=[O:21])[CH:7]=[CH:6]2)[CH3:2].